This data is from Human Reference Interactome with 51,813 positive PPI pairs across 8,248 proteins, plus equal number of experimentally-validated negative pairs. The task is: Binary Classification. Given two protein amino acid sequences, predict whether they physically interact or not. (1) Protein 1 (ENSG00000182230) has sequence MGCAYSCCLEVCCGEDEIVYPRMPGESTVCHREREKPITYHWYHWHPGHIYPRVASMEDYDEDLVQEASSEDVLGVHMVDKDTERDIEMKRQLRRLRELHLYSTWKKYQEAMKTSLGVPQCERDEGSLGKPLCPPEILSETLPGSVKKRVCFPSEDHLEEFIAEHLPEASNQSLLTVAHADTGIQTNGDLEDLEEHGPGQTVSEEATEVHMMEGDPDTLAELLIRDVLQELSSYNGEEEDPEEVKTSLGVPQRGDLEDLEEHVPGQTVSEEATGVHMMQVDPATPAKSDLEDLEEHVPGQ.... Protein 2 (ENSG00000166167) has sequence MPRSLWLGCSSLADSMPSLRCLYNPGTGALTAFQNSSEREDCNNGEPPRKIIPEKNSLRQTYNSCARLCLNQETVCLASTAMKTENCVAKTKLANGTSSMIVPKQRKLSASYEKEKELCVKYFEQWSESDQVEFVEHLISQMCHYQHGHINSYLKPMLQRDFITALPARGLDHIAENILSYLDAKSLCAAEMDPAEAVLQEKALKFMCSMPRSLWLGCSSLADSMPSLRCLYNPGTGALTAFQNSSEREDCNNGEPPRKIIPEKNSLRQTYNSCARLCLNQETVCLASTAMKTENCVAKT.... Result: 0 (the proteins do not interact). (2) Protein 1 (ENSG00000115750) has sequence MDLEEAEEFKERCTQCAAVSWGLTDEGKYYCTSCHNVTERYQEVTNTDLIPNTQIKALNRGLKKKNNTEKGWDWYVCEGFQYILYQQAEALKNLGVGPELKNDVLHNFWKRYLQKSKQAYCKNPVYTTGRKPTVLEDNLSHSDWASEPELLSDVSCPPFLESGAESQSDIHTRKPFPVSKASQSETSVCSGSLDGVEYSQRKEKGIVKMTMPQTLAFCYLSLLWQREAITLSDLLRFVEEDHIPYINAFQHFPEQMKLYGRDRGIFGIESWPDYEDIYKKTVEVGTFLDLPRFPDITEDC.... Protein 2 (ENSG00000145293) has sequence MVVLSVPAEVTVILLDIEGTTTPIAFVKDILFPYIEENVKEYLQTHWEEEECQQDVSLLRKQAEEDAHLDGAVPIPAASGNGVDDLQQMIQAVVDNVCWQMSLDRKTTALKQLQGHMWRAAFTAGRMKAEFFADVVPAVRKWREAGMKVYIYSSGSVEAQKLLFGHSTEGDILELVDGHFDTKIGHKVESESYRKIADSIGCSTNNILFLTDVTREASAAEEADVHVAVVVRPGNAGLTDDEKTYYSLITSFSELYLPSST*MKVYIYSSGSVEAQKLLFGHSTEGDILELVDGHFDTKI.... Result: 0 (the proteins do not interact). (3) Protein 1 (ENSG00000188425) has sequence MQLPPFDMWKDYFNLSQVVWALIASRGQRLETQEIEEPSPGPPLGQDQGLGAPGANGGLGTLCNFCKHNGESRHVYSSHQLKTPDGVVVCPILRHYVCPVCGATGDQAHTLKYCPLNGGQQSLYRRSGRNSAGRRVKR*. Protein 2 (ENSG00000143633) has sequence MRVDSSADPTMSQEQGPGSSTPPSSPTLLDALLQNLYDFGGTEGETEQKKIIKKRENKKRDVMASAALAAEPSPLPGSLIRGQRKSASSFFKELREERHCAPSGTPTGPEILAAAVPPSSLKNNREQVEVVEFHSNKKRKLTPDHNKNTKQANPSVLERDVDTQEFNLEKARLEVHRFGITGYGKGKERILEQERAIMLGAKPPKKSYVNYKVLQEQIKEKKAAKEEEKRLAQETDIFKKKKRKGQEDR*MRVDSSADPTMSQEQGPGSSTPPSSPTLLDALLQNLYDFGGTEGETEQKK.... Result: 0 (the proteins do not interact).